This data is from NCI-60 drug combinations with 297,098 pairs across 59 cell lines. The task is: Regression. Given two drug SMILES strings and cell line genomic features, predict the synergy score measuring deviation from expected non-interaction effect. (1) Drug 1: C1C(C(OC1N2C=NC3=C(N=C(N=C32)Cl)N)CO)O. Drug 2: C1=NNC2=C1C(=O)NC=N2. Cell line: HS 578T. Synergy scores: CSS=9.97, Synergy_ZIP=-1.98, Synergy_Bliss=2.45, Synergy_Loewe=3.03, Synergy_HSA=0.810. (2) Drug 1: CCC(=C(C1=CC=CC=C1)C2=CC=C(C=C2)OCCN(C)C)C3=CC=CC=C3.C(C(=O)O)C(CC(=O)O)(C(=O)O)O. Drug 2: CC1=C(C=C(C=C1)C(=O)NC2=CC(=CC(=C2)C(F)(F)F)N3C=C(N=C3)C)NC4=NC=CC(=N4)C5=CN=CC=C5. Cell line: SK-MEL-5. Synergy scores: CSS=4.89, Synergy_ZIP=0.854, Synergy_Bliss=4.96, Synergy_Loewe=0.742, Synergy_HSA=2.46. (3) Drug 1: CC12CCC(CC1=CCC3C2CCC4(C3CC=C4C5=CN=CC=C5)C)O. Drug 2: CC(CN1CC(=O)NC(=O)C1)N2CC(=O)NC(=O)C2. Cell line: HL-60(TB). Synergy scores: CSS=58.4, Synergy_ZIP=6.74, Synergy_Bliss=2.01, Synergy_Loewe=-3.44, Synergy_HSA=-1.54.